From a dataset of Peptide-MHC class I binding affinity with 185,985 pairs from IEDB/IMGT. Regression. Given a peptide amino acid sequence and an MHC pseudo amino acid sequence, predict their binding affinity value. This is MHC class I binding data. (1) The peptide sequence is LLPAVQCAV. The MHC is HLA-A02:01 with pseudo-sequence HLA-A02:01. The binding affinity (normalized) is 0.618. (2) The peptide sequence is KARNIISPV. The MHC is HLA-A25:01 with pseudo-sequence HLA-A25:01. The binding affinity (normalized) is 0.0847. (3) The peptide sequence is LVVDFSQFSR. The MHC is HLA-A02:02 with pseudo-sequence HLA-A02:02. The binding affinity (normalized) is 0.0405. (4) The peptide sequence is TNPKAFKSL. The MHC is H-2-Kb with pseudo-sequence H-2-Kb. The binding affinity (normalized) is 0.178. (5) The peptide sequence is IMLVSLDTV. The MHC is HLA-A01:01 with pseudo-sequence HLA-A01:01. The binding affinity (normalized) is 0. (6) The binding affinity (normalized) is 0.186. The MHC is HLA-A26:01 with pseudo-sequence HLA-A26:01. The peptide sequence is IVDTVSALVY. (7) The peptide sequence is LYRYIQWLR. The MHC is HLA-A26:03 with pseudo-sequence HLA-A26:03. The binding affinity (normalized) is 0.0847. (8) The peptide sequence is INTLESMMK. The MHC is HLA-A68:02 with pseudo-sequence HLA-A68:02. The binding affinity (normalized) is 0.0847.